Dataset: NCI-60 drug combinations with 297,098 pairs across 59 cell lines. Task: Regression. Given two drug SMILES strings and cell line genomic features, predict the synergy score measuring deviation from expected non-interaction effect. Drug 1: C1CCC(CC1)NC(=O)N(CCCl)N=O. Drug 2: C1=C(C(=O)NC(=O)N1)F. Cell line: LOX IMVI. Synergy scores: CSS=56.6, Synergy_ZIP=-1.16, Synergy_Bliss=-1.20, Synergy_Loewe=3.10, Synergy_HSA=5.77.